From a dataset of Full USPTO retrosynthesis dataset with 1.9M reactions from patents (1976-2016). Predict the reactants needed to synthesize the given product. Given the product [ClH:1].[ClH:1].[C:20]1([C:18]2[N:17]=[N:16][C:13]3[CH2:14][CH2:15][NH:9][CH2:10][CH2:11][C:12]=3[CH:19]=2)[CH:21]=[CH:22][CH:23]=[CH:24][CH:25]=1, predict the reactants needed to synthesize it. The reactants are: [ClH:1].C(OC([N:9]1[CH2:15][CH2:14][C:13]2[N:16]=[N:17][C:18]([C:20]3[CH:25]=[CH:24][CH:23]=[CH:22][CH:21]=3)=[CH:19][C:12]=2[CH2:11][CH2:10]1)=O)(C)(C)C.